Dataset: Forward reaction prediction with 1.9M reactions from USPTO patents (1976-2016). Task: Predict the product of the given reaction. Given the reactants [Br:1][C:2]1[CH:3]=[C:4]([C:8]2[N:9]=[C:10]([C:13]3[CH:23]=[CH:22][C:16]4[O:17][CH2:18][C:19](=[O:21])[NH:20][C:15]=4[CH:14]=3)[S:11][CH:12]=2)[CH:5]=[CH:6][CH:7]=1.[C:24](Cl)(=[O:26])[CH3:25], predict the reaction product. The product is: [C:24]([N:20]1[C:15]2[CH:14]=[C:13]([C:10]3[S:11][CH:12]=[C:8]([C:4]4[CH:5]=[CH:6][CH:7]=[C:2]([Br:1])[CH:3]=4)[N:9]=3)[CH:23]=[CH:22][C:16]=2[O:17][CH2:18][C:19]1=[O:21])(=[O:26])[CH3:25].